From a dataset of Reaction yield outcomes from USPTO patents with 853,638 reactions. Predict the reaction yield, written as a fraction of the theoretical maximum amount of product (1.0 means a 100% yield; for example, 0.34 means a 34% yield). (1) The reactants are [CH3:1][NH:2][CH3:3].Br[CH:5]1[CH:11]([OH:12])[CH2:10][CH:9]2[CH:6]1[CH2:7][CH2:8]2.C1C[O:16]CC1. The catalyst is CC(C)=O. The product is [CH3:1][N:2]([CH3:3])[CH:9]1[CH:10]2[CH:11]([OH:12])[CH2:5][CH:6]1[C:7](=[O:16])[CH2:8]2. The yield is 0.910. (2) The reactants are CO[C:3]([C@@H:5]1[CH2:9][C@H:8]([O:10][C:11]2[C:20]3[C:15](=[CH:16][C:17]([O:21][CH3:22])=[CH:18][CH:19]=3)[N:14]=[C:13]([C:23]3[CH:28]=[CH:27][CH:26]=[CH:25][CH:24]=3)[CH:12]=2)[CH2:7][C@H:6]1[C:29](=[O:42])[NH:30][C@H:31]([C:35]([O:37][C:38]([CH3:41])([CH3:40])[CH3:39])=[O:36])[CH2:32][CH2:33][CH3:34])=[O:4].[Li+].[OH-].Cl.C(OC(=O)[NH:52][C@H:53]([C:58](=[O:71])[NH:59][C@@H:60]([CH:65]1[CH2:70][CH2:69][CH2:68][CH2:67][CH2:66]1)[C:61](=[O:64])[NH:62][CH3:63])[C:54]([CH3:57])([CH3:56])[CH3:55])(C)(C)C.CN(C(ON1N=NC2C=CC=NC1=2)=[N+](C)C)C.F[P-](F)(F)(F)(F)F.C(OC([C@@H]1C[C@@H](O)C[C@H]1C(=O)N[C@]1(C(OCC)=O)C[C@H]1C=C)=O)(C)(C)C. The catalyst is O1CCOCC1.O.CN(C=O)C. The product is [C:38]([O:37][C:35](=[O:36])[C@@H:31]([NH:30][C:29]([C@@H:6]1[CH2:7][C@@H:8]([O:10][C:11]2[C:20]3[C:15](=[CH:16][C:17]([O:21][CH3:22])=[CH:18][CH:19]=3)[N:14]=[C:13]([C:23]3[CH:24]=[CH:25][CH:26]=[CH:27][CH:28]=3)[CH:12]=2)[CH2:9][C@H:5]1[C:3](=[O:4])[NH:52][C@H:53]([C:58](=[O:71])[NH:59][C@@H:60]([CH:65]1[CH2:66][CH2:67][CH2:68][CH2:69][CH2:70]1)[C:61](=[O:64])[NH:62][CH3:63])[C:54]([CH3:56])([CH3:57])[CH3:55])=[O:42])[CH2:32][CH2:33][CH3:34])([CH3:40])([CH3:41])[CH3:39]. The yield is 0.810. (3) The reactants are [CH3:1][C:2]1[CH:11]=[CH:10][C:9]2[C:4](=[CH:5][CH:6]=[CH:7][C:8]=2[C:12]([F:15])([F:14])[F:13])[N:3]=1.[Br:16]N1C(=O)CCC1=O.N(C(C)(C)C#N)=NC(C)(C)C#N. The catalyst is C(Cl)(Cl)(Cl)Cl. The product is [Br:16][CH2:1][C:2]1[CH:11]=[CH:10][C:9]2[C:4](=[CH:5][CH:6]=[CH:7][C:8]=2[C:12]([F:13])([F:15])[F:14])[N:3]=1. The yield is 0.370. (4) The reactants are [Cl:1][C:2]1[NH:7][C:6](=[O:8])[NH:5][C:4](=[O:9])[CH:3]=1.[H-].[Na+].[Br-].[Li+].Br[CH2:15][C:16]1[C:17]([C:22]#[N:23])=[CH:18][CH:19]=[CH:20][CH:21]=1.[H-].[Li+].[Li+].[I-].[Na+].[I-]. The catalyst is CN(C=O)C.CS(C)=O.CN(C=O)C.C1COCC1.CS(C)=O. The product is [Cl:1][C:2]1[N:7]([CH2:15][C:16]2[CH:21]=[CH:20][CH:19]=[CH:18][C:17]=2[C:22]#[N:23])[C:6](=[O:8])[NH:5][C:4](=[O:9])[CH:3]=1. The yield is 0.540. (5) The reactants are [CH2:1]([O:3][C:4]([C:6]1[CH:7]=[N:8][N:9]2[C:14]([C:15]3[CH:20]=[CH:19][CH:18]=[C:17]([N+:21]([O-])=O)[CH:16]=3)=[CH:13][CH:12]=[N:11][C:10]=12)=[O:5])[CH3:2].O.[Cl-].[NH4+]. The catalyst is CCO.[Fe]. The product is [CH2:1]([O:3][C:4]([C:6]1[CH:7]=[N:8][N:9]2[C:14]([C:15]3[CH:20]=[CH:19][CH:18]=[C:17]([NH2:21])[CH:16]=3)=[CH:13][CH:12]=[N:11][C:10]=12)=[O:5])[CH3:2]. The yield is 0.722. (6) The reactants are [CH2:1]([CH:3]([CH2:34][CH2:35][CH2:36][CH3:37])[CH2:4][N:5]1[C:17]2[C:12](=[CH:13][C:14]([N+:22]([O-:24])=[O:23])=[C:15]3[CH:21]=[CH:20][CH:19]=[CH:18][C:16]3=2)[C:11]2[C:6]1=[CH:7][CH:8]=[C:9]([C:25]([C:27]1[CH:32]=[CH:31][CH:30]=[CH:29][C:28]=1[CH3:33])=O)[CH:10]=2)[CH3:2].[Cl-].[OH:39][NH3+:40]. The catalyst is N1C=CC=CC=1. The product is [CH2:1]([CH:3]([CH2:34][CH2:35][CH2:36][CH3:37])[CH2:4][N:5]1[C:17]2[C:12](=[CH:13][C:14]([N+:22]([O-:24])=[O:23])=[C:15]3[CH:21]=[CH:20][CH:19]=[CH:18][C:16]3=2)[C:11]2[C:6]1=[CH:7][CH:8]=[C:9]([C:25]([C:27]1[CH:32]=[CH:31][CH:30]=[CH:29][C:28]=1[CH3:33])=[N:40][OH:39])[CH:10]=2)[CH3:2]. The yield is 0.760.